Task: Predict the reactants needed to synthesize the given product.. Dataset: Full USPTO retrosynthesis dataset with 1.9M reactions from patents (1976-2016) (1) The reactants are: [F:1][C:2]1[CH:7]=[CH:6][C:5]([C@H:8]2[C@@H:17]([C:18]3[CH:23]=[CH:22][C:21]([OH:24])=[CH:20][CH:19]=3)[C:16]3[C:11](=[CH:12][C:13]([O:25][CH3:26])=[CH:14][CH:15]=3)[O:10][CH2:9]2)=[CH:4][CH:3]=1.C(=O)([O-])[O-].[K+].[K+].[I-].[Na+].Cl.Cl[CH2:37][CH2:38][N:39]1[CH2:43][CH2:42][CH2:41][CH2:40]1. Given the product [F:1][C:2]1[CH:7]=[CH:6][C:5]([C@H:8]2[C@@H:17]([C:18]3[CH:23]=[CH:22][C:21]([O:24][CH2:37][CH2:38][N:39]4[CH2:43][CH2:42][CH2:41][CH2:40]4)=[CH:20][CH:19]=3)[C:16]3[C:11](=[CH:12][C:13]([O:25][CH3:26])=[CH:14][CH:15]=3)[O:10][CH2:9]2)=[CH:4][CH:3]=1, predict the reactants needed to synthesize it. (2) Given the product [O:6]=[C:5]([C:7]1[CH:12]=[CH:11][CH:10]=[CH:9][CH:8]=1)[CH2:4][CH2:3][C:14]([C:16]1[CH:17]=[C:18]2[C:22](=[CH:23][CH:24]=1)[N:21]([C:25]([O:27][C:28]([CH3:31])([CH3:30])[CH3:29])=[O:26])[CH:20]=[CH:19]2)=[O:15], predict the reactants needed to synthesize it. The reactants are: CN(C)[CH2:3][CH2:4][C:5]([C:7]1[CH:12]=[CH:11][CH:10]=[CH:9][CH:8]=1)=[O:6].[CH:14]([C:16]1[CH:17]=[C:18]2[C:22](=[CH:23][CH:24]=1)[N:21]([C:25]([O:27][C:28]([CH3:31])([CH3:30])[CH3:29])=[O:26])[CH:20]=[CH:19]2)=[O:15].C([N+]1C(C)=C(CCO)SC=1)C.CCOC(C)=O. (3) Given the product [OH:6][CH2:7][CH2:8][O:9][C:10]1[C:11]([CH3:30])=[CH:12][C:13]([C:17]2[NH:18][C:19](=[O:29])[C:20]3[C:26]([CH3:27])=[CH:25][C:24]([CH3:28])=[N:23][C:21]=3[N:22]=2)=[CH:14][C:15]=1[CH3:16], predict the reactants needed to synthesize it. The reactants are: C([Si](C)(C)[O:6][CH2:7][CH2:8][O:9][C:10]1[C:15]([CH3:16])=[CH:14][C:13]([C:17]2[NH:18][C:19](=[O:29])[C:20]3[C:26]([CH3:27])=[CH:25][C:24]([CH3:28])=[N:23][C:21]=3[N:22]=2)=[CH:12][C:11]=1[CH3:30])(C)(C)C.CCCC[N+](CCCC)(CCCC)CCCC.[F-].